Task: Predict the reactants needed to synthesize the given product.. Dataset: Full USPTO retrosynthesis dataset with 1.9M reactions from patents (1976-2016) (1) Given the product [Br:1][C:2]1[C:3]([C:14]2[S:15][C:16]([CH2:23][OH:24])=[C:17]([C:19]([F:22])([F:21])[F:20])[N:18]=2)=[CH:4][C:5]([NH:8][C:9]([NH:11][CH2:12][CH3:13])=[O:10])=[N:6][CH:7]=1, predict the reactants needed to synthesize it. The reactants are: [Br:1][C:2]1[C:3]([C:14]2[S:15][C:16]([C:23](OCC)=[O:24])=[C:17]([C:19]([F:22])([F:21])[F:20])[N:18]=2)=[CH:4][C:5]([NH:8][C:9]([NH:11][CH2:12][CH3:13])=[O:10])=[N:6][CH:7]=1.[BH4-].[Li+].O. (2) Given the product [Cl:12][C:13]1[N:14]=[C:15]([CH2:20][CH3:21])[NH:16][C:17]=1[C:18]([OH:5])=[O:19], predict the reactants needed to synthesize it. The reactants are: Cl([O-])=O.[Na+].[OH2:5].P([O-])(O)(O)=O.[Na+].[Cl:12][C:13]1[N:14]=[C:15]([CH2:20][CH3:21])[NH:16][C:17]=1[CH:18]=[O:19].CC(=CC)C. (3) Given the product [CH3:46][O:47][C:48](=[O:55])[C:49]([NH:54][C:43]([C:34]1[CH:33]=[N:32][C:31]([NH:30][CH2:26][CH2:27][CH2:28][CH3:29])=[C:36]([O:37][CH2:38][C:39]([F:40])([F:41])[F:42])[N:35]=1)=[O:45])([CH2:52][CH3:53])[CH2:50][CH3:51], predict the reactants needed to synthesize it. The reactants are: OC[C@@H](NC(C1C=NC(N2CCCC2)=C(OCCC)N=1)=O)CC(C)C.[CH2:26]([NH:30][C:31]1[N:32]=[CH:33][C:34]([C:43]([OH:45])=O)=[N:35][C:36]=1[O:37][CH2:38][C:39]([F:42])([F:41])[F:40])[CH2:27][CH2:28][CH3:29].[CH3:46][O:47][C:48](=[O:55])[C:49]([NH2:54])([CH2:52][CH3:53])[CH2:50][CH3:51].